From a dataset of Forward reaction prediction with 1.9M reactions from USPTO patents (1976-2016). Predict the product of the given reaction. (1) Given the reactants C(OC([N:8]1[CH2:11][C:10]([O:13][C:14]2[CH:15]=[C:16]3[C:25](=[CH:26][C:27]=2[CH3:28])[O:24][CH2:23][C:22]2[N:17]3[CH:18]([CH3:30])[C:19](=[O:29])[NH:20][N:21]=2)([CH3:12])[CH2:9]1)=O)(C)(C)C.[C:31]([OH:37])([C:33]([F:36])([F:35])[F:34])=[O:32], predict the reaction product. The product is: [F:34][C:33]([F:36])([F:35])[C:31]([OH:37])=[O:32].[CH3:30][CH:18]1[N:17]2[C:22]([CH2:23][O:24][C:25]3[C:16]2=[CH:15][C:14]([O:13][C:10]2([CH3:12])[CH2:9][NH:8][CH2:11]2)=[C:27]([CH3:28])[CH:26]=3)=[N:21][NH:20][C:19]1=[O:29]. (2) Given the reactants [C:1]([C:3]1[C:4]([C:17]([F:20])([F:19])[F:18])=[C:5]2[C:9](=[CH:10][CH:11]=1)[N:8]([CH2:12][C:13](=[NH:16])[NH:14][OH:15])[CH:7]=[CH:6]2)#[N:2].[Cl:21][C:22]1[CH:30]=[CH:29][C:28]([Cl:31])=[CH:27][C:23]=1[C:24](O)=O, predict the reaction product. The product is: [Cl:21][C:22]1[CH:30]=[CH:29][C:28]([Cl:31])=[CH:27][C:23]=1[C:24]1[O:15][N:14]=[C:13]([CH2:12][N:8]2[C:9]3[C:5](=[C:4]([C:17]([F:19])([F:20])[F:18])[C:3]([C:1]#[N:2])=[CH:11][CH:10]=3)[CH:6]=[CH:7]2)[N:16]=1. (3) Given the reactants [OH-].[K+].C[O:4][C:5]([C@H:7]1[CH2:11][O:10][C:9]([CH3:13])([CH3:12])[O:8]1)=[O:6].Cl, predict the reaction product. The product is: [CH3:12][C:9]1([CH3:13])[O:8][C@@H:7]([C:5]([OH:6])=[O:4])[CH2:11][O:10]1. (4) Given the reactants [CH3:1][C:2]([C:12]1[CH:17]=[CH:16][CH:15]=[CH:14][C:13]=1[CH:18]=C)([CH3:11])[CH2:3][C@:4]1([C:7]([F:10])([F:9])[F:8])[CH2:6][O:5]1.C[N+]1([O-])CC[O:24]CC1.I([O-])(=O)(=O)=O.[Na+].O, predict the reaction product. The product is: [CH3:1][C:2]([C:12]1[CH:17]=[CH:16][CH:15]=[CH:14][C:13]=1[CH:18]=[O:24])([CH3:11])[CH2:3][C@:4]1([C:7]([F:10])([F:9])[F:8])[CH2:6][O:5]1. (5) The product is: [CH3:3][O:4][C:5]([C:7]1[C:12]([NH:13][C:14]2[CH:19]=[CH:18][C:17]([Br:20])=[CH:16][C:15]=2[F:21])=[C:11]([F:22])[C:10](=[O:23])[N:9]([CH2:26][C:27]2[CH:28]=[N:29][CH:30]=[CH:31][CH:32]=2)[CH:8]=1)=[O:6]. Given the reactants [H-].[Li+].[CH3:3][O:4][C:5]([C:7]1[C:12]([NH:13][C:14]2[CH:19]=[CH:18][C:17]([Br:20])=[CH:16][C:15]=2[F:21])=[C:11]([F:22])[C:10](=[O:23])[NH:9][CH:8]=1)=[O:6].Br.Br[CH2:26][C:27]1[CH:28]=[N:29][CH:30]=[CH:31][CH:32]=1, predict the reaction product. (6) Given the reactants [CH3:1][CH:2]([C:5](=O)[C:6]1[CH:7]=[N:8][CH:9]=[CH:10][CH:11]=1)[C:3]#[N:4].O.[NH2:14][NH2:15], predict the reaction product. The product is: [CH3:1][C:2]1[C:5]([C:6]2[CH:7]=[N:8][CH:9]=[CH:10][CH:11]=2)=[N:14][NH:15][C:3]=1[NH2:4]. (7) Given the reactants Br[C:2]1[CH:14]=[CH:13][C:5]([O:6][CH2:7][C:8]([O:10]CC)=[O:9])=[C:4]([C:15]([C:17]2[CH:18]=[N:19][N:20]([C:22]3[CH:27]=[CH:26][CH:25]=[CH:24][CH:23]=3)[CH:21]=2)=[O:16])[CH:3]=1.[F:28][C:29]1[CH:30]=[C:31](B(O)O)[CH:32]=[C:33]([F:35])[CH:34]=1, predict the reaction product. The product is: [F:28][C:29]1[CH:30]=[C:31]([C:2]2[CH:14]=[CH:13][C:5]([O:6][CH2:7][C:8]([OH:10])=[O:9])=[C:4]([C:15]([C:17]3[CH:18]=[N:19][N:20]([C:22]4[CH:27]=[CH:26][CH:25]=[CH:24][CH:23]=4)[CH:21]=3)=[O:16])[CH:3]=2)[CH:32]=[C:33]([F:35])[CH:34]=1. (8) The product is: [C:29]([C:28]1[CH:31]=[CH:32][C:25]([N:14]2[CH2:13][CH2:12][C:11]3([CH2:7][N:8]([C:17]([O:19][C:20]([CH3:23])([CH3:22])[CH3:21])=[O:18])[CH2:9][CH2:10]3)[CH2:16][CH2:15]2)=[CH:26][CH:27]=1)#[N:30]. Given the reactants C(=O)([O-])[O-].[Cs+].[Cs+].[CH2:7]1[C:11]2([CH2:16][CH2:15][NH:14][CH2:13][CH2:12]2)[CH2:10][CH2:9][N:8]1[C:17]([O:19][C:20]([CH3:23])([CH3:22])[CH3:21])=[O:18].Cl[C:25]1[CH:32]=[CH:31][C:28]([C:29]#[N:30])=[CH:27][CH:26]=1.C1C=CC(P(C2C(C3C(P(C4C=CC=CC=4)C4C=CC=CC=4)=CC=C4C=3C=CC=C4)=C3C(C=CC=C3)=CC=2)C2C=CC=CC=2)=CC=1, predict the reaction product. (9) The product is: [Cl:8][C:9]1[CH:10]=[N:4][C:3]([C:2]([F:7])([F:6])[F:1])=[N:5][CH:14]=1. Given the reactants [F:1][C:2]([F:7])([F:6])[C:3]([NH2:5])=[NH:4].[Cl:8]/[C:9](=[CH:14]\N(C)C)/[CH:10]=[N+](C)C.CCN1C2C(S/C/1=C\C#C/C(/C)=C\C1SC3C(=CC=CC=3)[N+]=1CC)=CC=CC=2.F[P-](F)(F)(F)(F)F.C(N(CC)CC)C, predict the reaction product.